Task: Predict the product of the given reaction.. Dataset: Forward reaction prediction with 1.9M reactions from USPTO patents (1976-2016) (1) Given the reactants Br[CH2:2][CH2:3][CH2:4][CH2:5][N:6]1[CH2:11][C:10]2[CH:12]=[CH:13][CH:14]=[CH:15][C:9]=2[N:8]([C:16]2[CH:21]=[CH:20][CH:19]=[CH:18][C:17]=2[F:22])[S:7]1(=[O:24])=[O:23].[CH:25]1([NH2:28])[CH2:27][CH2:26]1.Cl, predict the reaction product. The product is: [F:22][C:17]1[CH:18]=[CH:19][CH:20]=[CH:21][C:16]=1[N:8]1[C:9]2[CH:15]=[CH:14][CH:13]=[CH:12][C:10]=2[CH2:11][N:6]([CH2:5][CH2:4][CH2:3][CH2:2][NH:28][CH:25]2[CH2:27][CH2:26]2)[S:7]1(=[O:24])=[O:23]. (2) Given the reactants [C:1]([O:4][CH2:5][C:6]1[N:7]([CH2:28][C:29]2[CH:34]=[CH:33][C:32]([CH3:35])=[CH:31][CH:30]=2)[C:8]2[C:13]([C:14]=1[C:15](=[O:19])C(O)=O)=[CH:12][C:11]([O:20][CH2:21][C:22]1[CH:27]=[CH:26][CH:25]=[CH:24][CH:23]=1)=[CH:10][CH:9]=2)(=[O:3])C.[OH-].[K+].Cl, predict the reaction product. The product is: [CH2:21]([O:20][C:11]1[CH:12]=[C:13]2[C:8](=[CH:9][CH:10]=1)[N:7]([CH2:28][C:29]1[CH:30]=[CH:31][C:32]([CH3:35])=[CH:33][CH:34]=1)[C:6]1[CH2:5][O:4][C:1](=[O:3])[C:15](=[O:19])[C:14]2=1)[C:22]1[CH:23]=[CH:24][CH:25]=[CH:26][CH:27]=1. (3) Given the reactants C[O:2][C:3](=[O:38])[C@@H:4]([NH:14][C:15]([C:17]1[C:18]([CH3:37])=[N:19][C:20]([NH:24][CH2:25][CH2:26][CH2:27][C:28]2[CH:36]=[CH:35][CH:34]=[C:33]3[C:29]=2[CH:30]=[N:31][NH:32]3)=[N:21][C:22]=1[CH3:23])=[O:16])[CH2:5][NH:6][C:7]([C:9]1[S:10][CH:11]=[CH:12][CH:13]=1)=[O:8].O[Li].O, predict the reaction product. The product is: [NH:32]1[C:33]2[C:29](=[C:28]([CH2:27][CH2:26][CH2:25][NH:24][C:20]3[N:21]=[C:22]([CH3:23])[C:17]([C:15]([NH:14][C@@H:4]([CH2:5][NH:6][C:7]([C:9]4[S:10][CH:11]=[CH:12][CH:13]=4)=[O:8])[C:3]([OH:38])=[O:2])=[O:16])=[C:18]([CH3:37])[N:19]=3)[CH:36]=[CH:35][CH:34]=2)[CH:30]=[N:31]1. (4) Given the reactants [C:1]([C:3]1[CH:4]=[C:5]([NH:9][S:10]([C:13]2[CH:18]=[CH:17][CH:16]=[CH:15][C:14]=2[N+:19]([O-:21])=[O:20])(=[O:12])=[O:11])[CH:6]=[CH:7][CH:8]=1)#[N:2].C(=O)([O-])[O-].[Cs+].[Cs+].Br[CH2:29][C:30]([O:32][C:33]([CH3:36])([CH3:35])[CH3:34])=[O:31].Cl, predict the reaction product. The product is: [C:1]([C:3]1[CH:4]=[C:5]([N:9]([S:10]([C:13]2[CH:18]=[CH:17][CH:16]=[CH:15][C:14]=2[N+:19]([O-:21])=[O:20])(=[O:12])=[O:11])[CH2:29][C:30]([O:32][C:33]([CH3:36])([CH3:35])[CH3:34])=[O:31])[CH:6]=[CH:7][CH:8]=1)#[N:2]. (5) Given the reactants [C:1]([C:5]1[O:6][C:7]2[C:13]([C:14]([O:16]C)=[O:15])=[CH:12][CH:11]=[CH:10][C:8]=2[N:9]=1)([CH3:4])([CH3:3])[CH3:2].O.[OH-].[Li+].Cl, predict the reaction product. The product is: [C:1]([C:5]1[O:6][C:7]2[C:13]([C:14]([OH:16])=[O:15])=[CH:12][CH:11]=[CH:10][C:8]=2[N:9]=1)([CH3:4])([CH3:2])[CH3:3]. (6) Given the reactants [C:1]([C:3]1[CH:21]=[CH:20][C:6]([CH2:7][CH:8]([CH2:18][OH:19])[CH2:9][CH2:10][CH2:11][CH2:12][C:13]([O:15][CH2:16][CH3:17])=[O:14])=[CH:5][CH:4]=1)#[N:2].[Cr](Cl)([O-])(=O)=O.[NH+]1C=CC=CC=1, predict the reaction product. The product is: [C:1]([C:3]1[CH:4]=[CH:5][C:6]([CH2:7][CH:8]([CH:18]=[O:19])[CH2:9][CH2:10][CH2:11][CH2:12][C:13]([O:15][CH2:16][CH3:17])=[O:14])=[CH:20][CH:21]=1)#[N:2]. (7) Given the reactants [CH:1]1([C:6]2[NH:14][C:13]3[C:12](=[O:15])[N:11]([CH2:16][CH2:17][CH3:18])[C:10](Cl)=[N:9][C:8]=3[N:7]=2)[CH2:5][CH2:4][CH2:3][CH2:2]1.[NH2:20][C:21]1[CH:26]=[CH:25][CH:24]=[CH:23][CH:22]=1.O, predict the reaction product. The product is: [CH:1]1([C:6]2[NH:14][C:13]3[C:12](=[O:15])[N:11]([CH2:16][CH2:17][CH3:18])[C:10]([NH:20][C:21]4[CH:26]=[CH:25][CH:24]=[CH:23][CH:22]=4)=[N:9][C:8]=3[N:7]=2)[CH2:5][CH2:4][CH2:3][CH2:2]1. (8) Given the reactants [CH2:1]([O:3][C:4](=[O:26])[CH:5]([C:9]1([S:22][CH2:23][CH2:24][OH:25])[CH2:14][CH2:13][N:12]([CH2:15][C:16]2[CH:21]=[CH:20][CH:19]=[CH:18][CH:17]=2)[CH2:11][CH2:10]1)[NH:6]C=O)[CH3:2].Cl, predict the reaction product. The product is: [NH2:6][CH:5]([C:9]1([S:22][CH2:23][CH2:24][OH:25])[CH2:14][CH2:13][N:12]([CH2:15][C:16]2[CH:21]=[CH:20][CH:19]=[CH:18][CH:17]=2)[CH2:11][CH2:10]1)[C:4]([O:3][CH2:1][CH3:2])=[O:26].